From a dataset of Full USPTO retrosynthesis dataset with 1.9M reactions from patents (1976-2016). Predict the reactants needed to synthesize the given product. (1) Given the product [N:10]1[CH:11]=[CH:12][CH:13]=[N:14][C:9]=1[N:1]1[CH:5]=[CH:4][CH:3]=[C:2]1[CH:6]=[O:7], predict the reactants needed to synthesize it. The reactants are: [NH:1]1[CH:5]=[CH:4][CH:3]=[C:2]1[CH:6]=[O:7].Cl[C:9]1[N:14]=[CH:13][CH:12]=[CH:11][N:10]=1.C(=O)([O-])[O-].[Cs+].[Cs+].CN1CCCC1=O. (2) Given the product [ClH:1].[CH:13]1([NH:20][C:10]2[C:9]3[C:4](=[CH:5][CH:6]=[CH:7][CH:8]=3)[N:3]=[C:2]([N:23]3[C:22]([CH3:21])=[CH:26][C:25]([CH3:27])=[N:24]3)[N:11]=2)[CH2:16][CH2:17][CH2:18][CH2:19]1, predict the reactants needed to synthesize it. The reactants are: [Cl:1][C:2]1[N:11]=[C:10](Cl)[C:9]2[C:4](=[CH:5][CH:6]=[CH:7][CH:8]=2)[N:3]=1.[CH:13]1([NH2:20])[CH2:19][CH2:18][CH2:17][CH2:16]CC1.[CH3:21][C:22]1[CH:26]=[C:25]([CH3:27])[NH:24][N:23]=1. (3) Given the product [F:12][C:8]1[CH:7]=[C:6]2[C:11]([C:3](=[CH:2][NH:36][C:33]3[CH:32]=[C:31]([C:27]4[O:26][CH:30]=[CH:29][CH:28]=4)[NH:35][N:34]=3)[C:4](=[O:13])[NH:5]2)=[CH:10][CH:9]=1, predict the reactants needed to synthesize it. The reactants are: O/[CH:2]=[C:3]1\[C:4](=[O:13])[NH:5][C:6]2[C:11]\1=[CH:10][CH:9]=[C:8]([F:12])[CH:7]=2.O/C=C1\C(=O)NC2C\1=CC=CC=2.[O:26]1[CH:30]=[CH:29][CH:28]=[C:27]1[C:31]1[NH:35][N:34]=[C:33]([NH2:36])[CH:32]=1.NC1C=CNN=1. (4) Given the product [N+:1]([C:4]([CH2:5][CH2:6][C:7]1[CH:8]=[CH:9][C:10]([CH2:13][CH2:14][CH2:15][CH2:16][CH2:17][CH2:18][CH2:19][CH3:20])=[CH:11][CH:12]=1)([CH2:21][OH:23])[CH2:24][OH:25])([O-:3])=[O:2], predict the reactants needed to synthesize it. The reactants are: [N+:1]([CH2:4][CH2:5][CH2:6][C:7]1[CH:12]=[CH:11][C:10]([CH2:13][CH2:14][CH2:15][CH2:16][CH2:17][CH2:18][CH2:19][CH3:20])=[CH:9][CH:8]=1)([O-:3])=[O:2].[CH2:21]([OH:23])C.[CH2:24]=[O:25].C(N(CC)CC)C. (5) Given the product [CH3:25][Si:26]([CH3:28])([CH3:27])[C:29]#[C:30][C:2]1[CH:3]=[CH:4][C:5]([C:8]([O:10][CH3:11])=[O:9])=[N:6][CH:7]=1, predict the reactants needed to synthesize it. The reactants are: Br[C:2]1[CH:3]=[CH:4][C:5]([C:8]([OH:10])=[O:9])=[N:6][CH:7]=1.[CH2:11]1COCC1.C(N(C(C)C)CC)(C)C.[CH3:25][Si:26]([C:29]#[CH:30])([CH3:28])[CH3:27]. (6) The reactants are: [CH3:1][C:2]1[C:8]([OH:9])=[CH:7][CH:6]=[CH:5][C:3]=1[OH:4].[CH3:10][O:11][C:12]1[CH:17]=[CH:16][C:15]([CH2:18][C:19](O)=[O:20])=[CH:14][CH:13]=1.B(F)(F)F.CCOCC. Given the product [OH:4][C:3]1[C:2]([CH3:1])=[C:8]([OH:9])[CH:7]=[CH:6][C:5]=1[C:19](=[O:20])[CH2:18][C:15]1[CH:16]=[CH:17][C:12]([O:11][CH3:10])=[CH:13][CH:14]=1, predict the reactants needed to synthesize it.